From a dataset of Forward reaction prediction with 1.9M reactions from USPTO patents (1976-2016). Predict the product of the given reaction. (1) Given the reactants [Br:1][C:2]1[CH:3]=[C:4]([NH2:10])[C:5]([NH2:9])=[N:6][C:7]=1[CH3:8].N[C:12](N)=[O:13], predict the reaction product. The product is: [Br:1][C:2]1[CH:3]=[C:4]2[NH:10][C:12](=[O:13])[NH:9][C:5]2=[N:6][C:7]=1[CH3:8]. (2) Given the reactants Cl[C:2]1[C:11]2[C:6](=[CH:7][C:8]([O:14][CH2:15][CH:16]3[CH2:21][CH2:20][N:19]([CH3:22])[CH2:18][CH2:17]3)=[C:9]([O:12][CH3:13])[CH:10]=2)[N:5]=[CH:4][N:3]=1.[OH:23][C:24]1[CH:33]=[CH:32][C:27]2[N:28]=[C:29]([CH3:31])[NH:30][C:26]=2[CH:25]=1, predict the reaction product. The product is: [CH3:13][O:12][C:9]1[CH:10]=[C:11]2[C:6](=[CH:7][C:8]=1[O:14][CH2:15][CH:16]1[CH2:21][CH2:20][N:19]([CH3:22])[CH2:18][CH2:17]1)[N:5]=[CH:4][N:3]=[C:2]2[O:23][C:24]1[CH:33]=[CH:32][C:27]2[N:28]=[C:29]([CH3:31])[NH:30][C:26]=2[CH:25]=1. (3) Given the reactants [CH2:1]([O:3][C:4]([CH:6]1[CH2:8][CH:7]1[C:9]1[CH:14]=[CH:13][C:12]([O:15]C)=[C:11]([CH3:17])[C:10]=1[CH3:18])=[O:5])[CH3:2].B(Br)(Br)Br.CCO.C(=O)(O)[O-].[Na+], predict the reaction product. The product is: [CH2:1]([O:3][C:4]([CH:6]1[CH2:8][CH:7]1[C:9]1[CH:14]=[CH:13][C:12]([OH:15])=[C:11]([CH3:17])[C:10]=1[CH3:18])=[O:5])[CH3:2]. (4) Given the reactants [F:1][C:2]1[C:3]([O:45]C)=[C:4]([C:8]2[C:16]3[C:15]([NH:17][C@H:18]([C:20]4[N:25]([C:26]5[CH:31]=[CH:30][CH:29]=[CH:28][CH:27]=5)[C:24](=[O:32])[C:23]5=[C:33]([CH3:36])[CH:34]=[CH:35][N:22]5[N:21]=4)[CH3:19])=[N:14][CH:13]=[N:12][C:11]=3[N:10](COCC[Si](C)(C)C)[CH:9]=2)[CH:5]=[CH:6][CH:7]=1.B(Br)(Br)Br.N, predict the reaction product. The product is: [F:1][C:2]1[C:3]([OH:45])=[C:4]([C:8]2[C:16]3[C:15]([NH:17][C@H:18]([C:20]4[N:25]([C:26]5[CH:31]=[CH:30][CH:29]=[CH:28][CH:27]=5)[C:24](=[O:32])[C:23]5=[C:33]([CH3:36])[CH:34]=[CH:35][N:22]5[N:21]=4)[CH3:19])=[N:14][CH:13]=[N:12][C:11]=3[NH:10][CH:9]=2)[CH:5]=[CH:6][CH:7]=1. (5) Given the reactants [Cl:1][C:2]1[CH:3]=[CH:4][C:5]([O:23][CH2:24][C:25]2[CH:30]=[CH:29][CH:28]=[CH:27][CH:26]=2)=[C:6]([C:8]2[N:9]([C:14]3[CH:22]=[CH:21][C:17]([C:18]([OH:20])=O)=[CH:16][CH:15]=3)[C:10]([CH3:13])=[CH:11][CH:12]=2)[CH:7]=1.C(Cl)CCl.C1C=CC2N(O)N=NC=2C=1.[NH2:45][CH2:46][C:47]1[CH:52]=[CH:51][N:50]=[CH:49][CH:48]=1, predict the reaction product. The product is: [Cl:1][C:2]1[CH:3]=[CH:4][C:5]([O:23][CH2:24][C:25]2[CH:30]=[CH:29][CH:28]=[CH:27][CH:26]=2)=[C:6]([C:8]2[N:9]([C:14]3[CH:22]=[CH:21][C:17]([C:18]([NH:45][CH2:46][C:47]4[CH:52]=[CH:51][N:50]=[CH:49][CH:48]=4)=[O:20])=[CH:16][CH:15]=3)[C:10]([CH3:13])=[CH:11][CH:12]=2)[CH:7]=1. (6) Given the reactants [CH2:1]([C:3]1[CH:4]=[N:5][C:6]([N:9]2[CH2:14][CH2:13][CH:12]([C@H:15]3[CH2:17][C@H:16]3[CH2:18][O:19][CH2:20][C:21]3[CH:27]=[CH:26][C:24]([NH2:25])=[CH:23][CH:22]=3)[CH2:11][CH2:10]2)=[N:7][CH:8]=1)[CH3:2].[N-:28]=[N+:29]=[N-:30].[Na+].[CH:32](OC)(OC)OC.C(O)(=O)C.C([O-])(O)=O.[Na+], predict the reaction product. The product is: [CH2:1]([C:3]1[CH:4]=[N:5][C:6]([N:9]2[CH2:14][CH2:13][CH:12]([C@H:15]3[CH2:17][C@H:16]3[CH2:18][O:19][CH2:20][C:21]3[CH:22]=[CH:23][C:24]([N:25]4[CH:32]=[N:30][N:29]=[N:28]4)=[CH:26][CH:27]=3)[CH2:11][CH2:10]2)=[N:7][CH:8]=1)[CH3:2].